From a dataset of Catalyst prediction with 721,799 reactions and 888 catalyst types from USPTO. Predict which catalyst facilitates the given reaction. (1) Reactant: [Cl:1][C:2]1[N:7]2[N:8]=[C:9]([C:11]3[O:12][CH:13]=[CH:14][CH:15]=3)[CH:10]=[C:6]2[CH:5]=[CH:4][CH:3]=1.[Br:16]N1C(=O)CCC1=O.[Cl-].[NH4+].CCOCC. Product: [Br:16][C:10]1[C:9]([C:11]2[O:12][CH:13]=[CH:14][CH:15]=2)=[N:8][N:7]2[C:2]([Cl:1])=[CH:3][CH:4]=[CH:5][C:6]=12. The catalyst class is: 7. (2) Reactant: Cl.[CH3:2][O:3][C:4](=[O:11])[C@H:5]([CH2:7][CH:8]([CH3:10])[CH3:9])[NH2:6].[Cl:12][C:13]1[CH:14]=[C:15]([NH:20][CH:21]([C:23](O)=[O:24])[CH3:22])[CH:16]=[CH:17][C:18]=1[Cl:19]. Product: [CH3:2][O:3][C:4](=[O:11])[C@H:5]([CH2:7][CH:8]([CH3:10])[CH3:9])[NH:6][C:23](=[O:24])[C@H:21]([CH3:22])[NH:20][C:15]1[CH:16]=[CH:17][C:18]([Cl:19])=[C:13]([Cl:12])[CH:14]=1. The catalyst class is: 25.